Dataset: Full USPTO retrosynthesis dataset with 1.9M reactions from patents (1976-2016). Task: Predict the reactants needed to synthesize the given product. (1) Given the product [F:1][C:2]1[CH:3]=[C:4]([CH:5]=[CH:6][C:7]=1[CH2:8][S:9]([CH3:12])(=[O:10])=[O:11])[O:13][CH2:15][CH2:16][CH2:17][CH:18]1[CH2:23][CH2:22][N:21]([C:24]([O:26][C:27]([CH3:28])([CH3:30])[CH3:29])=[O:25])[CH2:20][CH2:19]1, predict the reactants needed to synthesize it. The reactants are: [F:1][C:2]1[CH:3]=[C:4]([OH:13])[CH:5]=[CH:6][C:7]=1[CH2:8][S:9]([CH3:12])(=[O:11])=[O:10].O[CH2:15][CH2:16][CH2:17][CH:18]1[CH2:23][CH2:22][N:21]([C:24]([O:26][C:27]([CH3:30])([CH3:29])[CH3:28])=[O:25])[CH2:20][CH2:19]1. (2) Given the product [C:1]([O:5][C:6](=[O:36])[NH:7][C@H:8]1[CH2:13][CH2:12][CH2:11][N:10]([C:14]2[NH:22][C:21]3[C:20](=[O:30])[N:19]([CH3:31])[C:18](=[O:32])[N:17]([CH3:33])[C:16]=3[C:15]=2[C:34]#[N:35])[CH2:9]1)([CH3:4])([CH3:2])[CH3:3], predict the reactants needed to synthesize it. The reactants are: [C:1]([O:5][C:6](=[O:36])[NH:7][C@H:8]1[CH2:13][CH2:12][CH2:11][N:10]([C:14]2[N:22](CC3C=CC=CC=3)[C:21]3[C:20](=[O:30])[N:19]([CH3:31])[C:18](=[O:32])[N:17]([CH3:33])[C:16]=3[C:15]=2[C:34]#[N:35])[CH2:9]1)([CH3:4])([CH3:3])[CH3:2].C([O-])=O.[NH4+]. (3) Given the product [CH:4]([CH:6]1[CH2:11][S:10][CH2:9][CH2:8][N:7]1[C:12]([O:14][C:15]([CH3:18])([CH3:17])[CH3:16])=[O:13])=[O:5], predict the reactants needed to synthesize it. The reactants are: CON(C)[C:4]([CH:6]1[CH2:11][S:10][CH2:9][CH2:8][N:7]1[C:12]([O:14][C:15]([CH3:18])([CH3:17])[CH3:16])=[O:13])=[O:5].[H-].[Al+3].[Li+].[H-].[H-].[H-]. (4) Given the product [Cl:40][C:41]1[C:49]2[NH:48][C:47](=[O:50])[N:46]([CH:51]3[CH2:56][CH2:55][N:54]([C:30]([NH:1][C@@H:2]4[CH2:8][CH2:7][C@@H:6]([C:9]5[CH:10]=[CH:11][CH:12]=[CH:13][CH:14]=5)[CH2:5][N:4]([CH2:15][CH2:16][O:17][CH3:18])[C:3]4=[O:19])=[O:31])[CH2:53][CH2:52]3)[C:45]=2[CH:44]=[CH:43][CH:42]=1, predict the reactants needed to synthesize it. The reactants are: [NH2:1][C@@H:2]1[CH2:8][CH2:7][C@@H:6]([C:9]2[CH:14]=[CH:13][CH:12]=[CH:11][CH:10]=2)[CH2:5][N:4]([CH2:15][CH2:16][O:17][CH3:18])[C:3]1=[O:19].C1C([N+]([O-])=O)=CC=C([Cl-][C:30]([O-])=[O:31])C=1.C(N(CC)CC)C.[Cl:40][C:41]1[C:49]2[NH:48][C:47](=[O:50])[N:46]([CH:51]3[CH2:56][CH2:55][NH:54][CH2:53][CH2:52]3)[C:45]=2[CH:44]=[CH:43][CH:42]=1. (5) The reactants are: [NH:1]1[CH2:4][CH:3]([NH:5][C:6](=[O:12])[O:7][C:8]([CH3:11])([CH3:10])[CH3:9])[CH2:2]1.F[C:14]1[CH:19]=[CH:18][C:17]([N+:20]([O-:22])=[O:21])=[CH:16][CH:15]=1. Given the product [N+:20]([C:17]1[CH:18]=[CH:19][C:14]([N:1]2[CH2:4][CH:3]([NH:5][C:6](=[O:12])[O:7][C:8]([CH3:9])([CH3:11])[CH3:10])[CH2:2]2)=[CH:15][CH:16]=1)([O-:22])=[O:21], predict the reactants needed to synthesize it. (6) Given the product [Si:1]([O:18][CH2:19][C:20]1[N:21]=[C:22]([C:42](=[O:44])[CH3:43])[N:23]([CH2:26][O:27][CH2:28][CH2:29][Si:30]([CH3:32])([CH3:31])[CH3:33])[C:24]=1[CH3:25])([C:14]([CH3:16])([CH3:17])[CH3:15])([C:2]1[CH:7]=[CH:6][CH:5]=[CH:4][CH:3]=1)[C:8]1[CH:9]=[CH:10][CH:11]=[CH:12][CH:13]=1, predict the reactants needed to synthesize it. The reactants are: [Si:1]([O:18][CH2:19][C:20]1[N:21]=[CH:22][N:23]([CH2:26][O:27][CH2:28][CH2:29][Si:30]([CH3:33])([CH3:32])[CH3:31])[C:24]=1[CH3:25])([C:14]([CH3:17])([CH3:16])[CH3:15])([C:8]1[CH:13]=[CH:12][CH:11]=[CH:10][CH:9]=1)[C:2]1[CH:7]=[CH:6][CH:5]=[CH:4][CH:3]=1.C([Li])CCC.CON(C)[C:42](=[O:44])[CH3:43].[Cl-].[NH4+]. (7) Given the product [CH3:19][C:18]([O:17][C:15]([N:12]1[CH2:13][CH2:14][N:9]([CH2:8][C:4]2[CH:3]=[C:2]([B:28]([OH:31])[OH:29])[CH:7]=[CH:6][CH:5]=2)[CH2:10][C@@H:11]1[CH3:22])=[O:16])([CH3:21])[CH3:20], predict the reactants needed to synthesize it. The reactants are: Br[C:2]1[CH:3]=[C:4]([CH2:8][N:9]2[CH2:14][CH2:13][N:12]([C:15]([O:17][C:18]([CH3:21])([CH3:20])[CH3:19])=[O:16])[C@@H:11]([CH3:22])[CH2:10]2)[CH:5]=[CH:6][CH:7]=1.[Li]CCCC.[B:28](OC)([O:31]C)[O:29]C.[NH4+].[Cl-]. (8) Given the product [OH:21][CH2:20][C:19]([CH3:23])([CH3:22])[CH2:18][CH2:17][CH2:16][CH2:15][NH:14][C:2]([NH:1][CH2:4][CH2:5][CH2:6][CH2:7][CH2:8][C:9]([O:11][CH2:12][CH3:13])=[O:10])=[O:3], predict the reactants needed to synthesize it. The reactants are: [N:1]([CH2:4][CH2:5][CH2:6][CH2:7][CH2:8][C:9]([O:11][CH2:12][CH3:13])=[O:10])=[C:2]=[O:3].[NH2:14][CH2:15][CH2:16][CH2:17][CH2:18][C:19]([CH3:23])([CH3:22])[CH2:20][OH:21].